This data is from Catalyst prediction with 721,799 reactions and 888 catalyst types from USPTO. The task is: Predict which catalyst facilitates the given reaction. (1) Reactant: [NH2:1][C:2]1[CH:25]=[CH:24][C:23]([N:26]2[CH2:31][CH2:30][CH2:29][CH2:28][CH2:27]2)=[CH:22][C:3]=1[C:4]([NH:6][C:7]1[CH:11]=[CH:10][N:9]([C:12]2[CH:17]=[CH:16][CH:15]=[C:14]([C:18]([F:21])([F:20])[F:19])[CH:13]=2)[N:8]=1)=[O:5].[CH3:32][N:33]([CH2:45][CH2:46][N:47]1[CH2:52][CH2:51][O:50][CH2:49][CH2:48]1)[C:34]([C:36]1[CH:37]=[C:38]([CH:42]=[CH:43][CH:44]=1)[C:39](O)=[O:40])=[O:35].CCN=C=NCCCN(C)C.Cl. Product: [CH3:32][N:33]([CH2:45][CH2:46][N:47]1[CH2:52][CH2:51][O:50][CH2:49][CH2:48]1)[C:34](=[O:35])[C:36]1[CH:44]=[CH:43][CH:42]=[C:38]([C:39]([NH:1][C:2]2[CH:25]=[CH:24][C:23]([N:26]3[CH2:31][CH2:30][CH2:29][CH2:28][CH2:27]3)=[CH:22][C:3]=2[C:4](=[O:5])[NH:6][C:7]2[CH:11]=[CH:10][N:9]([C:12]3[CH:17]=[CH:16][CH:15]=[C:14]([C:18]([F:20])([F:21])[F:19])[CH:13]=3)[N:8]=2)=[O:40])[CH:37]=1. The catalyst class is: 119. (2) Reactant: [OH:1][CH2:2][CH:3]1[CH2:7][CH2:6][N:5]([C:8]([O:10][CH2:11][C:12]2[N:13]=[CH:14][S:15][CH:16]=2)=[O:9])[CH2:4]1.C1(P(C2C=CC=CC=2)C2C=CC=CC=2)C=CC=CC=1.[CH:36]1[C:45]2[C:40](=[CH:41][CH:42]=[CH:43][CH:44]=2)[CH:39]=[CH:38][C:37]=1O.N(C(OC(C)C)=O)=NC(OC(C)C)=O. Product: [CH:44]1[C:45]2[C:40](=[CH:39][CH:38]=[CH:37][CH:36]=2)[CH:41]=[CH:42][C:43]=1[O:1][CH2:2][CH:3]1[CH2:7][CH2:6][N:5]([C:8]([O:10][CH2:11][C:12]2[N:13]=[CH:14][S:15][CH:16]=2)=[O:9])[CH2:4]1. The catalyst class is: 93. (3) Reactant: C(OC([N:8]1[CH2:13][CH2:12][C:11]2[O:14][CH:15]=[CH:16][C:10]=2[CH2:9]1)=O)(C)(C)C.[ClH:17]. Product: [ClH:17].[O:14]1[C:11]2[CH2:12][CH2:13][NH:8][CH2:9][C:10]=2[CH:16]=[CH:15]1. The catalyst class is: 5. (4) Reactant: [N+:1]1([O-:10])[CH:6]=[C:5]([CH3:7])[CH:4]=[C:3]([CH3:8])[C:2]=1[CH3:9].[N+:11]([O-])([OH:13])=[O:12].C(Cl)(Cl)Cl. Product: [CH3:9][C:2]1[C:3]([CH3:8])=[C:4]([N+:11]([O-:13])=[O:12])[C:5]([CH3:7])=[CH:6][N+:1]=1[O-:10]. The catalyst class is: 82. (5) Reactant: Br[C:2]1[C:15]2[C:16]3=[C:17]4[C:12](=[CH:13][CH:14]=2)[CH:11]=[CH:10][CH:9]=[C:8]4[CH:7]=[CH:6][C:5]3=[CH:4][CH:3]=1.C[S-:19].[Na+].Cl. Product: [C:2]1([SH:19])[C:15]2[C:16]3=[C:17]4[C:12](=[CH:13][CH:14]=2)[CH:11]=[CH:10][CH:9]=[C:8]4[CH:7]=[CH:6][C:5]3=[CH:4][CH:3]=1. The catalyst class is: 3. (6) The catalyst class is: 13. Product: [C:1]([N:29]1[CH2:35][CH2:34][CH2:33][C@H:30]1[CH2:31][OH:32])(=[O:20])[CH2:2][CH2:3][CH2:4][CH2:5][CH2:6][CH2:7][CH2:8][CH2:9][CH2:10][CH2:11][CH2:12][CH2:13][CH2:14][CH2:15][CH2:16][CH2:17][CH3:18]. Reactant: [C:1]([OH:20])(=O)[CH2:2][CH2:3][CH2:4][CH2:5][CH2:6][CH2:7][CH2:8][CH2:9][CH2:10][CH2:11][CH2:12][CH2:13][CH2:14][CH2:15][CH2:16][CH2:17][CH3:18].N1C=CC=CC=1.CO.[NH:29]1[CH2:35][CH2:34][CH2:33][C@H:30]1[CH2:31][OH:32]. (7) Reactant: [CH3:1][C:2]1([CH3:27])[C:6]([CH3:8])([CH3:7])[O:5][B:4]([C:9]2[CH:26]=[CH:25][C:12]([CH2:13]OC3C=CC=CC=3C(OC)=O)=[CH:11][CH:10]=2)[O:3]1.[OH:28][C:29]1[C:34](=[O:35])[CH:33]=[CH:32][N:31]([CH3:36])[C:30]=1[CH3:37].BrCC1C=CC(B2OC(C)(C)C(C)(C)O2)=CC=1.C([O-])([O-])=O.[K+].[K+]. Product: [CH3:36][N:31]1[CH:32]=[CH:33][C:34](=[O:35])[C:29]([O:28][CH2:13][C:12]2[CH:11]=[CH:10][C:9]([B:4]3[O:3][C:2]([CH3:27])([CH3:1])[C:6]([CH3:8])([CH3:7])[O:5]3)=[CH:26][CH:25]=2)=[C:30]1[CH3:37]. The catalyst class is: 10. (8) Reactant: Br[C:2]1[S:3][C:4]([CH3:10])=[CH:5][C:6]=1[C:7]([OH:9])=[O:8].C(=O)([O-])[O-].[Cs+].[Cs+].CNC1CCCCC1NC.[NH:27]1[CH:31]=[CH:30][N:29]=[N:28]1. Product: [CH3:10][C:4]1[S:3][C:2]([N:28]2[N:29]=[CH:30][CH:31]=[N:27]2)=[C:6]([C:7]([OH:9])=[O:8])[CH:5]=1. The catalyst class is: 122. (9) Reactant: [CH3:1][C:2]([CH3:16])([CH3:15])[CH2:3][S:4]([C:7]1[CH:14]=[CH:13][C:10]([CH2:11]N)=[CH:9][CH:8]=1)(=O)=O.Cl.C([O-])(O)=O.[Na+]. Product: [CH3:1][C:2]([CH3:16])([CH3:15])[CH2:3][S:4][C:7]1[CH:8]=[CH:9][C:10]([CH3:11])=[CH:13][CH:14]=1. The catalyst class is: 346. (10) Reactant: [NH2:1][C@H:2]1[CH2:11][CH2:10][C:9]2[C:8]([S:12]([N:15]3[CH2:24][CH2:23][C:22]4[C:17](=[CH:18][C:19]([C:25]#[N:26])=[CH:20][CH:21]=4)[CH2:16]3)(=[O:14])=[O:13])=[CH:7][CH:6]=[C:5]([O:27][CH3:28])[C:4]=2[CH2:3]1.Br[CH2:30][CH2:31][CH2:32][CH2:33]Br.CCN(C(C)C)C(C)C.[I-].[K+].CN1CCCC1. Product: [CH3:28][O:27][C:5]1[C:4]2[CH2:3][C@@H:2]([N:1]3[CH2:33][CH2:32][CH2:31][CH2:30]3)[CH2:11][CH2:10][C:9]=2[C:8]([S:12]([N:15]2[CH2:24][CH2:23][C:22]3[C:17](=[CH:18][C:19]([C:25]#[N:26])=[CH:20][CH:21]=3)[CH2:16]2)(=[O:14])=[O:13])=[CH:7][CH:6]=1. The catalyst class is: 133.